Dataset: Full USPTO retrosynthesis dataset with 1.9M reactions from patents (1976-2016). Task: Predict the reactants needed to synthesize the given product. (1) Given the product [CH3:31][O:30][C:26]1[CH:25]=[C:24]([CH:29]=[CH:28][CH:27]=1)[CH2:23][N:20]1[CH2:21][CH2:22][CH:17]([N:15]([CH3:16])[C:13]([N:11]2[CH:12]=[C:8]([C:4]3[CH:5]=[CH:6][CH:7]=[C:2]([NH:1][S:41](=[O:44])(=[O:43])[NH2:42])[CH:3]=3)[N:9]=[CH:10]2)=[O:14])[CH2:18][CH2:19]1, predict the reactants needed to synthesize it. The reactants are: [NH2:1][C:2]1[CH:3]=[C:4]([C:8]2[N:9]=[CH:10][N:11]([C:13]([N:15]([CH:17]3[CH2:22][CH2:21][N:20]([CH2:23][C:24]4[CH:29]=[CH:28][CH:27]=[C:26]([O:30][CH3:31])[CH:25]=4)[CH2:19][CH2:18]3)[CH3:16])=[O:14])[CH:12]=2)[CH:5]=[CH:6][CH:7]=1.C(N(CC)C(C)C)(C)C.[S:41](Cl)(=[O:44])(=[O:43])[NH2:42]. (2) Given the product [OH:1][C:2]1([CH:8]([C:24]2[CH:29]=[CH:28][C:27]([O:30][CH3:38])=[C:26]([O:31][C:32]([F:34])([F:35])[F:33])[CH:25]=2)[C:9]([N:11]2[CH2:12][CH2:13][N:14]([C:17]([O:19][C:20]([CH3:23])([CH3:22])[CH3:21])=[O:18])[CH2:15][CH2:16]2)=[O:10])[CH2:3][CH2:4][CH2:5][CH2:6][CH2:7]1, predict the reactants needed to synthesize it. The reactants are: [OH:1][C:2]1([CH:8]([C:24]2[CH:29]=[CH:28][C:27]([OH:30])=[C:26]([O:31][C:32]([F:35])([F:34])[F:33])[CH:25]=2)[C:9]([N:11]2[CH2:16][CH2:15][N:14]([C:17]([O:19][C:20]([CH3:23])([CH3:22])[CH3:21])=[O:18])[CH2:13][CH2:12]2)=[O:10])[CH2:7][CH2:6][CH2:5][CH2:4][CH2:3]1.IC.[C:38](=O)([O-])[O-].[K+].[K+]. (3) Given the product [ClH:1].[Cl:1][C:2]1[CH:7]=[C:6]([F:8])[C:5]([NH:9][C:10]([NH:12][C:13]2[CH:14]=[CH:15][CH:16]=[CH:17][CH:18]=2)=[O:11])=[CH:4][C:3]=1[C:19]1[C:20](=[O:36])[N:21]([CH:33]([CH3:34])[CH3:35])[C:22]2[C:27]([CH:28]=1)=[CH:26][N:25]=[C:24]([NH:29][C:30](=[O:32])[CH3:31])[CH:23]=2, predict the reactants needed to synthesize it. The reactants are: [Cl:1][C:2]1[CH:7]=[C:6]([F:8])[C:5]([NH:9][C:10]([NH:12][C:13]2[CH:18]=[CH:17][CH:16]=[CH:15][CH:14]=2)=[O:11])=[CH:4][C:3]=1[C:19]1[C:20](=[O:36])[N:21]([CH:33]([CH3:35])[CH3:34])[C:22]2[C:27]([CH:28]=1)=[CH:26][N:25]=[C:24]([NH:29][C:30](=[O:32])[CH3:31])[CH:23]=2.Cl.CCOCC. (4) Given the product [CH2:1]([C:3]1[C:11]2[C:6](=[N:7][CH:8]=[C:9]([CH2:12][NH:13][CH:34]=[O:35])[N:10]=2)[N:5]([CH2:14][O:15][CH2:16][CH2:17][Si:18]([CH3:21])([CH3:20])[CH3:19])[C:4]=1[C:22]1[CH:23]=[CH:24][C:25]([C:28]2([CH3:33])[O:32][CH2:31][CH2:30][O:29]2)=[CH:26][CH:27]=1)[CH3:2], predict the reactants needed to synthesize it. The reactants are: [CH2:1]([C:3]1[C:11]2[C:6](=[N:7][CH:8]=[C:9]([CH2:12][NH2:13])[N:10]=2)[N:5]([CH2:14][O:15][CH2:16][CH2:17][Si:18]([CH3:21])([CH3:20])[CH3:19])[C:4]=1[C:22]1[CH:27]=[CH:26][C:25]([C:28]2([CH3:33])[O:32][CH2:31][CH2:30][O:29]2)=[CH:24][CH:23]=1)[CH3:2].[CH:34](OCC)=[O:35]. (5) Given the product [Cl:1][C:2]1[CH:3]=[C:4]([B:8]2[C:16]3[CH:15]=[CH:14][CH:19]=[CH:18][C:10]=3[CH2:11][O:12]2)[CH:5]=[CH:6][CH:7]=1, predict the reactants needed to synthesize it. The reactants are: [Cl:1][C:2]1[CH:3]=[C:4]([B:8]2[O:12][CH2:11][CH2:10]O2)[CH:5]=[CH:6][CH:7]=1.Br[C:14]1[CH:19]=[CH:18]C=[CH:16][C:15]=1COCOC. (6) Given the product [F:35][C:34]([F:37])([F:36])[C:33]([OH:38])=[O:45].[F:42][C:27]1[C:26]([O:25][C:22]2[CH:23]=[CH:24][C:19]([CH2:18][NH:10][CH:2]3[CH2:1][C:9]4[C:4](=[CH:5][CH:6]=[CH:7][CH:8]=4)[CH2:3]3)=[CH:20][CH:21]=2)=[CH:31][C:30]2[NH:32][C:33]([C:34]([F:37])([F:36])[F:35])=[N:39][C:29]=2[CH:28]=1, predict the reactants needed to synthesize it. The reactants are: [CH2:1]1[C:9]2[C:4](=[CH:5][CH:6]=[CH:7][CH:8]=2)[CH2:3][CH:2]1[N:10]([CH2:18][C:19]1[CH:24]=[CH:23][C:22]([O:25][C:26]2[CH:31]=[C:30]([NH:32][C:33](=[O:38])[C:34]([F:37])([F:36])[F:35])[C:29]([N+:39]([O-])=O)=[CH:28][C:27]=2[F:42])=[CH:21][CH:20]=1)C(=O)OC(C)(C)C.C([OH:45])C. (7) Given the product [CH3:21][C:22]1[N:23]=[C:24]([CH2:27][N:8]2[CH2:9][C:5]3[C:4]([NH:10][C:11]4[CH:12]=[N:13][C:14]5[C:19]([CH:20]=4)=[CH:18][CH:17]=[CH:16][CH:15]=5)=[N:3][CH:2]=[N:1][C:6]=3[CH2:7]2)[S:25][CH:26]=1, predict the reactants needed to synthesize it. The reactants are: [N:1]1[C:6]2[CH2:7][NH:8][CH2:9][C:5]=2[C:4]([NH:10][C:11]2[CH:12]=[N:13][C:14]3[C:19]([CH:20]=2)=[CH:18][CH:17]=[CH:16][CH:15]=3)=[N:3][CH:2]=1.[CH3:21][C:22]1[N:23]=[C:24]([CH:27]=O)[S:25][CH:26]=1.ClCCCl.CO.C(O[BH-](OC(=O)C)OC(=O)C)(=O)C.[Na+]. (8) Given the product [CH2:28]([Sn:23]([CH2:19][CH2:20][CH2:21][CH3:22])([CH2:24][CH2:25][CH2:26][CH3:27])[C:16]1[S:15][C:14]([C:11]2[CH:10]=[CH:9][C:8]([O:7][CH3:6])=[CH:13][CH:12]=2)=[CH:18][CH:17]=1)[CH2:29][CH2:30][CH3:31], predict the reactants needed to synthesize it. The reactants are: C([Li])CCC.[CH3:6][O:7][C:8]1[CH:13]=[CH:12][C:11]([C:14]2[S:15][CH:16]=[CH:17][CH:18]=2)=[CH:10][CH:9]=1.[CH2:19]([Sn:23](Cl)([CH2:28][CH2:29][CH2:30][CH3:31])[CH2:24][CH2:25][CH2:26][CH3:27])[CH2:20][CH2:21][CH3:22].